From a dataset of Forward reaction prediction with 1.9M reactions from USPTO patents (1976-2016). Predict the product of the given reaction. (1) Given the reactants C(O[C:4](=[O:26])[CH:5]([CH3:25])[CH2:6][C:7]1[C:8]([Cl:24])=[N:9][C:10]([CH3:23])=[N:11][C:12]=1[NH:13][C:14]1[C:19]([CH3:20])=[CH:18][C:17]([CH3:21])=[CH:16][C:15]=1[CH3:22])C.CC1C=CC(S(O)(=O)=O)=CC=1, predict the reaction product. The product is: [Cl:24][C:8]1[C:7]2[CH2:6][CH:5]([CH3:25])[C:4](=[O:26])[N:13]([C:14]3[C:15]([CH3:22])=[CH:16][C:17]([CH3:21])=[CH:18][C:19]=3[CH3:20])[C:12]=2[N:11]=[C:10]([CH3:23])[N:9]=1. (2) Given the reactants N[C:2]1[N:3]=[C:4]([C:19]2[CH:24]=[CH:23][CH:22]=[CH:21][C:20]=2[CH3:25])[C:5]2[CH2:11][N:10]([C:12]([O:14][C:15]([CH3:18])([CH3:17])[CH3:16])=[O:13])[CH2:9][CH2:8][C:6]=2[N:7]=1.[Sb](Br)(Br)[Br:27].N(OC(C)(C)C)=O, predict the reaction product. The product is: [Br:27][C:2]1[N:3]=[C:4]([C:19]2[CH:24]=[CH:23][CH:22]=[CH:21][C:20]=2[CH3:25])[C:5]2[CH2:11][N:10]([C:12]([O:14][C:15]([CH3:18])([CH3:17])[CH3:16])=[O:13])[CH2:9][CH2:8][C:6]=2[N:7]=1. (3) Given the reactants Cl.[C:2]([C:4]1[CH:5]=[C:6]([NH:10][NH2:11])[CH:7]=[CH:8][CH:9]=1)#[N:3].ClC1C=C(N2[C:24]([C:25]3[CH:30]=[C:29]([F:31])[CH:28]=[C:27]([Cl:32])[CH:26]=3)=[CH:23][C:22]([C:33]([O:35][CH2:36][CH3:37])=[O:34])=N2)C=CC=1F, predict the reaction product. The product is: [Cl:32][C:27]1[CH:26]=[C:25]([C:24]2[N:10]([C:6]3[CH:7]=[CH:8][CH:9]=[C:4]([C:2]#[N:3])[CH:5]=3)[N:11]=[C:22]([C:33]([O:35][CH2:36][CH3:37])=[O:34])[CH:23]=2)[CH:30]=[C:29]([F:31])[CH:28]=1. (4) Given the reactants [CH3:1][C:2]1[CH:7]=[CH:6][C:5]([S:8]([N:11]2[C@H:20]([CH2:21][CH:22]([C:26]([N:28]3[CH2:33][CH2:32][O:31][CH2:30][CH2:29]3)=[O:27])C(O)=O)[CH2:19][C:18]3[C:13](=[CH:14][CH:15]=[CH:16][CH:17]=3)[CH2:12]2)(=[O:10])=[O:9])=[CH:4][CH:3]=1.[Cl-].[Na+].O, predict the reaction product. The product is: [CH3:1][C:2]1[CH:3]=[CH:4][C:5]([S:8]([N:11]2[C@H:20]([CH2:21][CH2:22][C:26]([N:28]3[CH2:29][CH2:30][O:31][CH2:32][CH2:33]3)=[O:27])[CH2:19][C:18]3[C:13](=[CH:14][CH:15]=[CH:16][CH:17]=3)[CH2:12]2)(=[O:10])=[O:9])=[CH:6][CH:7]=1. (5) Given the reactants [CH3:1][O:2][C:3]1[CH:8]=[CH:7][N:6]=[C:5]([C:9](=O)[CH2:10][C:11]([O:13][CH3:14])=[O:12])[N:4]=1.C1C(=O)N(I)C(=O)C1.[NH2:24][C:25]([NH2:27])=[S:26].CO, predict the reaction product. The product is: [NH2:27][C:25]1[S:26][C:10]([C:11]([O:13][CH3:14])=[O:12])=[C:9]([C:5]2[N:4]=[C:3]([O:2][CH3:1])[CH:8]=[CH:7][N:6]=2)[N:24]=1. (6) Given the reactants C1C=CC(P(C2C(C3C(P(C4C=CC=CC=4)C4C=CC=CC=4)=CC=C4C=3C=CC=C4)=C3C(C=CC=C3)=CC=2)C2C=CC=CC=2)=CC=1.[CH2:47]([N:54]1[CH2:59][CH2:58][O:57][CH:56]([C:60]2[CH:65]=[CH:64][C:63](Br)=[CH:62][CH:61]=2)[CH2:55]1)[C:48]1[CH:53]=[CH:52][CH:51]=[CH:50][CH:49]=1.[Cl:67][C:68]1[CH:74]=[CH:73][CH:72]=[C:71]([Cl:75])[C:69]=1[NH2:70].CC([O-])(C)C.[Na+], predict the reaction product. The product is: [CH2:47]([N:54]1[CH2:59][CH2:58][O:57][CH:56]([C:60]2[CH:65]=[CH:64][C:63]([NH:70][C:69]3[C:68]([Cl:67])=[CH:74][CH:73]=[CH:72][C:71]=3[Cl:75])=[CH:62][CH:61]=2)[CH2:55]1)[C:48]1[CH:53]=[CH:52][CH:51]=[CH:50][CH:49]=1. (7) Given the reactants [NH2:1][CH2:2][CH2:3][N:4]1[C:12]2[CH:11]=[C:10]3[NH:13][C:14]([C:16]4[C:24]5[C:19](=[CH:20][CH:21]=[CH:22][CH:23]=5)[NH:18][N:17]=4)=[N:15][C:9]3=[CH:8][C:7]=2[C:6]([CH3:26])([CH3:25])[C:5]1=[O:27].C(N(CC)CC)C.[CH2:35]([N:42]=[C:43]=[O:44])[C:36]1[CH:41]=[CH:40][CH:39]=[CH:38][CH:37]=1.O, predict the reaction product. The product is: [CH2:35]([NH:42][C:43]([NH:1][CH2:2][CH2:3][N:4]1[C:12]2[CH:11]=[C:10]3[NH:13][C:14]([C:16]4[C:24]5[C:19](=[CH:20][CH:21]=[CH:22][CH:23]=5)[NH:18][N:17]=4)=[N:15][C:9]3=[CH:8][C:7]=2[C:6]([CH3:25])([CH3:26])[C:5]1=[O:27])=[O:44])[C:36]1[CH:41]=[CH:40][CH:39]=[CH:38][CH:37]=1.